From a dataset of Catalyst prediction with 721,799 reactions and 888 catalyst types from USPTO. Predict which catalyst facilitates the given reaction. Product: [CH3:19][O:20][C:21](=[O:61])[CH2:22][C:23]1[CH:24]=[N:25][CH:26]=[C:27]([C:29]2[CH:34]=[CH:33][C:32]([C:35]([CH2:36][CH3:37])([C:38]3[CH:43]=[CH:42][C:41]([C:44]#[C:45][C:46]4([OH:52])[CH2:47][CH2:48][CH2:49][CH2:50][CH2:51]4)=[C:40]([CH3:57])[CH:39]=3)[CH2:58][CH3:59])=[CH:31][C:30]=2[CH3:60])[CH:28]=1. Reactant: [F-].C([N+](CCCC)(CCCC)CCCC)CCC.[CH3:19][O:20][C:21](=[O:61])[CH2:22][C:23]1[CH:24]=[N:25][CH:26]=[C:27]([C:29]2[CH:34]=[CH:33][C:32]([C:35]([CH2:58][CH3:59])([C:38]3[CH:43]=[CH:42][C:41]([C:44]#[C:45][C:46]4([O:52][Si](C)(C)C)[CH2:51][CH2:50][CH2:49][CH2:48][CH2:47]4)=[C:40]([CH3:57])[CH:39]=3)[CH2:36][CH3:37])=[CH:31][C:30]=2[CH3:60])[CH:28]=1. The catalyst class is: 7.